Dataset: Catalyst prediction with 721,799 reactions and 888 catalyst types from USPTO. Task: Predict which catalyst facilitates the given reaction. (1) Reactant: [C@@H:1]12[O:6][C@@H:5]1[CH2:4][CH:3]([C:7]([O:9][CH3:10])=[O:8])[CH2:2]2. Product: [OH:6][C@H:1]1[CH2:5][CH2:4][C@H:3]([C:7]([O:9][CH3:10])=[O:8])[CH2:2]1. The catalyst class is: 237. (2) Reactant: [CH3:1][O:2][C:3](=[O:28])[CH:4]([NH2:27])[CH2:5][NH:6][C:7]([N:9]1[CH2:26][CH2:25][C:12]2([N:16]([C:17]3[CH:22]=[CH:21][CH:20]=[CH:19][CH:18]=3)[CH2:15][N:14]([CH3:23])[C:13]2=[O:24])[CH2:11][CH2:10]1)=[O:8].C(N(CC)CC)C.[CH2:36]([O:43][C:44](Cl)=[O:45])[C:37]1[CH:42]=[CH:41][CH:40]=[CH:39][CH:38]=1.C(=O)([O-])O.[Na+]. Product: [CH3:1][O:2][C:3](=[O:28])[CH:4]([NH:27][C:44]([O:43][CH2:36][C:37]1[CH:42]=[CH:41][CH:40]=[CH:39][CH:38]=1)=[O:45])[CH2:5][NH:6][C:7]([N:9]1[CH2:10][CH2:11][C:12]2([N:16]([C:17]3[CH:22]=[CH:21][CH:20]=[CH:19][CH:18]=3)[CH2:15][N:14]([CH3:23])[C:13]2=[O:24])[CH2:25][CH2:26]1)=[O:8]. The catalyst class is: 4. (3) Reactant: [C:1]([O:5][C:6]([N:8]([CH2:17][CH2:18][C:19]([CH:21]1[CH2:25][CH2:24][CH2:23][CH2:22]1)=[O:20])[C@H:9]([CH3:16])[CH2:10][C:11](OCC)=[O:12])=[O:7])([CH3:4])([CH3:3])[CH3:2].CC([O-])(C)C.[K+]. Product: [CH:21]1([C:19]([CH:18]2[CH2:17][N:8]([C:6]([O:5][C:1]([CH3:2])([CH3:3])[CH3:4])=[O:7])[C@H:9]([CH3:16])[CH2:10][C:11]2=[O:12])=[O:20])[CH2:25][CH2:24][CH2:23][CH2:22]1. The catalyst class is: 1. (4) Reactant: [P:1](Cl)([O:6][CH2:7][CH3:8])([O:3][CH2:4][CH3:5])=[O:2].[C:10]([C:14]1[CH:19]=[CH:18][C:17]([N:20]2[C:28]3[C:23](=[CH:24][CH:25]=[CH:26][CH:27]=3)[C:22]([CH:29]=[O:30])=[C:21]2[N:31]2[CH2:36][CH2:35][N:34]([CH2:37][CH2:38][OH:39])[CH2:33][CH2:32]2)=[CH:16][CH:15]=1)([CH3:13])([CH3:12])[CH3:11].C(N(CC)CC)C.O. Product: [CH2:4]([O:3][P:1](=[O:2])([O:6][CH2:7][CH3:8])[O:39][CH2:38][CH2:37][N:34]1[CH2:35][CH2:36][N:31]([C:21]2[N:20]([C:17]3[CH:18]=[CH:19][C:14]([C:10]([CH3:13])([CH3:11])[CH3:12])=[CH:15][CH:16]=3)[C:28]3[C:23]([C:22]=2[CH:29]=[O:30])=[CH:24][CH:25]=[CH:26][CH:27]=3)[CH2:32][CH2:33]1)[CH3:5]. The catalyst class is: 7. (5) Reactant: [F:1][C:2]([F:7])([F:6])[C:3]([OH:5])=[O:4].[CH2:8]([O:15][C:16]1[CH:17]=[C:18]([CH2:24][C@H:25]([NH:30]C(OC(C)(C)C)=O)[C:26]([O:28][CH3:29])=[O:27])[CH:19]=[CH:20][C:21]=1[O:22][CH3:23])[C:9]1[CH:14]=[CH:13][CH:12]=[CH:11][CH:10]=1. Product: [NH2:30][C@@H:25]([CH2:24][C:18]1[CH:19]=[CH:20][C:21]([O:22][CH3:23])=[C:16]([O:15][CH2:8][C:9]2[CH:10]=[CH:11][CH:12]=[CH:13][CH:14]=2)[CH:17]=1)[C:26]([O:28][CH3:29])=[O:27].[F:1][C:2]([F:7])([F:6])[C:3]([OH:5])=[O:4]. The catalyst class is: 4.